From a dataset of Forward reaction prediction with 1.9M reactions from USPTO patents (1976-2016). Predict the product of the given reaction. Given the reactants [CH3:1][C:2]1[CH:3]=[CH:4][C:5]([OH:24])=[C:6]([C@@H:8]([C:18]2[CH:19]=[CH:20][CH:21]=[CH:22][CH:23]=2)[CH2:9][CH2:10][N:11]([CH:15]([CH3:17])[CH3:16])[CH:12]([CH3:14])[CH3:13])[CH:7]=1.[CH3:25][N:26]([CH3:31])[CH2:27][C:28](O)=[O:29], predict the reaction product. The product is: [CH:15]([N:11]([CH:12]([CH3:13])[CH3:14])[CH2:10][CH2:9][CH:8]([C:6]1[CH:7]=[C:2]([CH3:1])[CH:3]=[CH:4][C:5]=1[O:24][C:28](=[O:29])[CH2:27][N:26]([CH3:31])[CH3:25])[C:18]1[CH:19]=[CH:20][CH:21]=[CH:22][CH:23]=1)([CH3:17])[CH3:16].